This data is from NCI-60 drug combinations with 297,098 pairs across 59 cell lines. The task is: Regression. Given two drug SMILES strings and cell line genomic features, predict the synergy score measuring deviation from expected non-interaction effect. (1) Drug 1: CC1C(C(CC(O1)OC2CC(OC(C2O)C)OC3=CC4=CC5=C(C(=O)C(C(C5)C(C(=O)C(C(C)O)O)OC)OC6CC(C(C(O6)C)O)OC7CC(C(C(O7)C)O)OC8CC(C(C(O8)C)O)(C)O)C(=C4C(=C3C)O)O)O)O. Drug 2: CN(C(=O)NC(C=O)C(C(C(CO)O)O)O)N=O. Cell line: SK-MEL-5. Synergy scores: CSS=4.06, Synergy_ZIP=2.17, Synergy_Bliss=1.55, Synergy_Loewe=-46.1, Synergy_HSA=-2.86. (2) Drug 1: CC1C(C(CC(O1)OC2CC(OC(C2O)C)OC3=CC4=CC5=C(C(=O)C(C(C5)C(C(=O)C(C(C)O)O)OC)OC6CC(C(C(O6)C)O)OC7CC(C(C(O7)C)O)OC8CC(C(C(O8)C)O)(C)O)C(=C4C(=C3C)O)O)O)O. Drug 2: CC1=C(N=C(N=C1N)C(CC(=O)N)NCC(C(=O)N)N)C(=O)NC(C(C2=CN=CN2)OC3C(C(C(C(O3)CO)O)O)OC4C(C(C(C(O4)CO)O)OC(=O)N)O)C(=O)NC(C)C(C(C)C(=O)NC(C(C)O)C(=O)NCCC5=NC(=CS5)C6=NC(=CS6)C(=O)NCCC[S+](C)C)O. Cell line: NCI-H322M. Synergy scores: CSS=50.4, Synergy_ZIP=1.74, Synergy_Bliss=2.15, Synergy_Loewe=-27.0, Synergy_HSA=0.292. (3) Drug 1: C(=O)(N)NO. Drug 2: CC1=C(C(=O)C2=C(C1=O)N3CC4C(C3(C2COC(=O)N)OC)N4)N. Cell line: K-562. Synergy scores: CSS=31.8, Synergy_ZIP=1.62, Synergy_Bliss=5.70, Synergy_Loewe=-23.3, Synergy_HSA=8.63. (4) Drug 1: COC1=CC(=CC(=C1O)OC)C2C3C(COC3=O)C(C4=CC5=C(C=C24)OCO5)OC6C(C(C7C(O6)COC(O7)C8=CC=CS8)O)O. Drug 2: CCC1(C2=C(COC1=O)C(=O)N3CC4=CC5=C(C=CC(=C5CN(C)C)O)N=C4C3=C2)O.Cl. Cell line: IGROV1. Synergy scores: CSS=35.7, Synergy_ZIP=-12.4, Synergy_Bliss=-2.43, Synergy_Loewe=0.136, Synergy_HSA=2.15. (5) Drug 1: CC1=C(C=C(C=C1)NC2=NC=CC(=N2)N(C)C3=CC4=NN(C(=C4C=C3)C)C)S(=O)(=O)N.Cl. Drug 2: CC1C(C(=O)NC(C(=O)N2CCCC2C(=O)N(CC(=O)N(C(C(=O)O1)C(C)C)C)C)C(C)C)NC(=O)C3=C4C(=C(C=C3)C)OC5=C(C(=O)C(=C(C5=N4)C(=O)NC6C(OC(=O)C(N(C(=O)CN(C(=O)C7CCCN7C(=O)C(NC6=O)C(C)C)C)C)C(C)C)C)N)C. Cell line: SF-295. Synergy scores: CSS=17.3, Synergy_ZIP=7.77, Synergy_Bliss=14.5, Synergy_Loewe=15.8, Synergy_HSA=15.6. (6) Drug 1: CC=C1C(=O)NC(C(=O)OC2CC(=O)NC(C(=O)NC(CSSCCC=C2)C(=O)N1)C(C)C)C(C)C. Drug 2: CC12CCC3C(C1CCC2O)C(CC4=C3C=CC(=C4)O)CCCCCCCCCS(=O)CCCC(C(F)(F)F)(F)F. Cell line: HCT116. Synergy scores: CSS=54.4, Synergy_ZIP=-2.11, Synergy_Bliss=-0.388, Synergy_Loewe=3.09, Synergy_HSA=2.98. (7) Drug 1: CCN(CC)CCNC(=O)C1=C(NC(=C1C)C=C2C3=C(C=CC(=C3)F)NC2=O)C. Drug 2: CC1C(C(CC(O1)OC2CC(CC3=C2C(=C4C(=C3O)C(=O)C5=C(C4=O)C(=CC=C5)OC)O)(C(=O)CO)O)N)O.Cl. Cell line: MDA-MB-435. Synergy scores: CSS=28.2, Synergy_ZIP=-3.23, Synergy_Bliss=-1.12, Synergy_Loewe=-4.17, Synergy_HSA=0.330.